Dataset: Forward reaction prediction with 1.9M reactions from USPTO patents (1976-2016). Task: Predict the product of the given reaction. (1) Given the reactants I[C:2]1[N:6]=[C:5]([C:7]2[CH:12]=[CH:11][CH:10]=[C:9]([C:13]([F:16])([F:15])[F:14])[CH:8]=2)[N:4]([CH3:17])[C:3]=1[C:18]([N:20]1[CH2:25][CH2:24][CH:23]([N:26]2[CH2:30][CH2:29][CH2:28][CH2:27]2)[CH2:22][CH2:21]1)=[O:19].[N:31]1[CH:36]=[C:35](B(O)O)[CH:34]=[N:33][CH:32]=1, predict the reaction product. The product is: [CH3:17][N:4]1[C:3]([C:18]([N:20]2[CH2:25][CH2:24][CH:23]([N:26]3[CH2:30][CH2:29][CH2:28][CH2:27]3)[CH2:22][CH2:21]2)=[O:19])=[C:2]([C:35]2[CH:36]=[N:31][CH:32]=[N:33][CH:34]=2)[N:6]=[C:5]1[C:7]1[CH:12]=[CH:11][CH:10]=[C:9]([C:13]([F:16])([F:15])[F:14])[CH:8]=1. (2) Given the reactants [C:1]([C:3]1[C:12]2[C:7](=[CH:8][CH:9]=[CH:10][CH:11]=2)[CH:6]=[CH:5][C:4]=1C)#[CH:2].BrC1C2C(=CC=CC=2)C=CC=1C.Br[C:27]1C2C(=CC=CC=2)C=C[C:28]=1[S:37]CC, predict the reaction product. The product is: [C:1]([C:3]1[C:12]2[C:7](=[CH:8][CH:9]=[CH:10][CH:11]=2)[CH:6]=[CH:5][C:4]=1[S:37][CH2:28][CH3:27])#[CH:2]. (3) Given the reactants [CH:1]([N:4]1[C:12]2[CH:11]=[CH:10][N:9]=[CH:8][C:7]=2[C:6]([C:13]([C:15]2[CH:16]=[C:17]([N:23](C(OC(C)(C)C)=O)C(OC(C)(C)C)=O)[C:18]([O:21][CH3:22])=[N:19][CH:20]=2)=[O:14])=[CH:5]1)([CH3:3])[CH3:2].C(O)(C(F)(F)F)=O.C([O-])(O)=O.[Na+], predict the reaction product. The product is: [NH2:23][C:17]1[CH:16]=[C:15]([C:13]([C:6]2[C:7]3[CH:8]=[N:9][CH:10]=[CH:11][C:12]=3[N:4]([CH:1]([CH3:3])[CH3:2])[CH:5]=2)=[O:14])[CH:20]=[N:19][C:18]=1[O:21][CH3:22]. (4) Given the reactants [CH2:1]([C:5]([CH3:19])([CH2:11][C:12]1[CH:17]=[CH:16][C:15]([OH:18])=[CH:14][CH:13]=1)[C:6]([O:8][CH2:9][CH3:10])=[O:7])[CH2:2][CH2:3][CH3:4].Br[CH2:21][CH2:22][O:23][CH:24]1[CH2:29][CH2:28][CH2:27][CH2:26][O:25]1.C(=O)([O-])[O-].[K+].[K+], predict the reaction product. The product is: [CH2:1]([C:5]([CH3:19])([CH2:11][C:12]1[CH:13]=[CH:14][C:15]([O:18][CH2:21][CH2:22][O:23][CH:24]2[CH2:29][CH2:28][CH2:27][CH2:26][O:25]2)=[CH:16][CH:17]=1)[C:6]([O:8][CH2:9][CH3:10])=[O:7])[CH2:2][CH2:3][CH3:4]. (5) Given the reactants [F:1][C:2]1[CH:7]=[CH:6][C:5]([N:8]2[C:12]([C:13]([O:15]CC)=[O:14])=[CH:11][N:10]=[C:9]2[SH:18])=[CH:4][CH:3]=1.[OH-].[Li+], predict the reaction product. The product is: [F:1][C:2]1[CH:3]=[CH:4][C:5]([N:8]2[C:12]([C:13]([OH:15])=[O:14])=[CH:11][N:10]=[C:9]2[SH:18])=[CH:6][CH:7]=1.